Task: Regression. Given two drug SMILES strings and cell line genomic features, predict the synergy score measuring deviation from expected non-interaction effect.. Dataset: NCI-60 drug combinations with 297,098 pairs across 59 cell lines (1) Drug 1: COCCOC1=C(C=C2C(=C1)C(=NC=N2)NC3=CC=CC(=C3)C#C)OCCOC. Drug 2: CCC1(C2=C(COC1=O)C(=O)N3CC4=CC5=C(C=CC(=C5CN(C)C)O)N=C4C3=C2)O. Cell line: NCI-H460. Synergy scores: CSS=85.0, Synergy_ZIP=14.9, Synergy_Bliss=13.7, Synergy_Loewe=14.4, Synergy_HSA=17.0. (2) Drug 1: CC1=C2C(C(=O)C3(C(CC4C(C3C(C(C2(C)C)(CC1OC(=O)C(C(C5=CC=CC=C5)NC(=O)OC(C)(C)C)O)O)OC(=O)C6=CC=CC=C6)(CO4)OC(=O)C)O)C)O. Drug 2: C1C(C(OC1N2C=NC3=C2NC=NCC3O)CO)O. Cell line: T-47D. Synergy scores: CSS=5.63, Synergy_ZIP=-1.67, Synergy_Bliss=-0.669, Synergy_Loewe=5.95, Synergy_HSA=0.276. (3) Drug 1: CC(C1=C(C=CC(=C1Cl)F)Cl)OC2=C(N=CC(=C2)C3=CN(N=C3)C4CCNCC4)N. Drug 2: C1C(C(OC1N2C=C(C(=O)NC2=O)F)CO)O. Cell line: OVCAR-4. Synergy scores: CSS=21.8, Synergy_ZIP=-9.73, Synergy_Bliss=-11.2, Synergy_Loewe=-27.9, Synergy_HSA=-11.7. (4) Drug 1: C1CCC(CC1)NC(=O)N(CCCl)N=O. Drug 2: CCCCCOC(=O)NC1=NC(=O)N(C=C1F)C2C(C(C(O2)C)O)O. Cell line: HCT116. Synergy scores: CSS=32.5, Synergy_ZIP=3.52, Synergy_Bliss=3.20, Synergy_Loewe=-7.76, Synergy_HSA=3.36. (5) Drug 1: C1C(C(OC1N2C=NC3=C(N=C(N=C32)Cl)N)CO)O. Drug 2: C1=NC2=C(N=C(N=C2N1C3C(C(C(O3)CO)O)O)F)N. Cell line: SR. Synergy scores: CSS=46.4, Synergy_ZIP=-4.31, Synergy_Bliss=-6.67, Synergy_Loewe=-13.5, Synergy_HSA=-3.95. (6) Drug 1: COC1=C(C=C2C(=C1)N=CN=C2NC3=CC(=C(C=C3)F)Cl)OCCCN4CCOCC4. Drug 2: C1CC(=O)NC(=O)C1N2C(=O)C3=CC=CC=C3C2=O. Cell line: ACHN. Synergy scores: CSS=38.9, Synergy_ZIP=-0.0351, Synergy_Bliss=-1.18, Synergy_Loewe=-16.3, Synergy_HSA=-2.08. (7) Drug 1: C1CC(=O)NC(=O)C1N2CC3=C(C2=O)C=CC=C3N. Drug 2: C1C(C(OC1N2C=NC(=NC2=O)N)CO)O. Cell line: UACC62. Synergy scores: CSS=3.60, Synergy_ZIP=-1.58, Synergy_Bliss=-0.526, Synergy_Loewe=0.745, Synergy_HSA=0.732.